From a dataset of Forward reaction prediction with 1.9M reactions from USPTO patents (1976-2016). Predict the product of the given reaction. (1) Given the reactants [NH2:1][C@H:2]1[CH2:7][CH2:6][N:5]([CH2:8][CH:9]2[C:19]3=[C:20]4[C:15](=[CH:16][CH:17]=[C:18]3[F:21])[CH:14]=[CH:13][C:12](=[O:22])[N:11]4[CH2:10]2)[CH2:4][C@H:3]1[OH:23].[CH:24]([C:26]1[N:42]=[CH:41][C:29]2[O:30][CH2:31][CH2:32][N:33]([C:34]([O:36][C:37]([CH3:40])([CH3:39])[CH3:38])=[O:35])[C:28]=2[CH:27]=1)=O, predict the reaction product. The product is: [F:21][C:18]1[C:19]2[CH:9]([CH2:8][N:5]3[CH2:6][CH2:7][C@H:2]([NH:1][CH2:24][C:26]4[N:42]=[CH:41][C:29]5[O:30][CH2:31][CH2:32][N:33]([C:34]([O:36][C:37]([CH3:38])([CH3:40])[CH3:39])=[O:35])[C:28]=5[CH:27]=4)[C@H:3]([OH:23])[CH2:4]3)[CH2:10][N:11]3[C:20]=2[C:15]([CH:14]=[CH:13][C:12]3=[O:22])=[CH:16][CH:17]=1. (2) Given the reactants COC1N=C(C2C=CC=C(OC(F)(F)F)C=2)N(C)C=1C=O.C[O:23][C:24]([C:26]1[N:27]([CH3:44])[C:28]([C:33]2[CH:38]=[CH:37][CH:36]=[C:35]([O:39][C:40]([F:43])([F:42])[F:41])[CH:34]=2)=[N:29][C:30]=1[O:31][CH3:32])=[O:25].[Li+].[OH-].Cl, predict the reaction product. The product is: [CH3:32][O:31][C:30]1[N:29]=[C:28]([C:33]2[CH:38]=[CH:37][CH:36]=[C:35]([O:39][C:40]([F:41])([F:42])[F:43])[CH:34]=2)[N:27]([CH3:44])[C:26]=1[C:24]([OH:25])=[O:23]. (3) Given the reactants ClC(OCC(C)C)=O.[C:9]1(=[O:22])[C:18]2[C:13](=[CH:14][CH:15]=[CH:16][CH:17]=2)[C:12]([C:19](O)=[O:20])=[N:11][NH:10]1.C(N(CC)CC)C.[BH4-].[Na+].Cl, predict the reaction product. The product is: [OH:20][CH2:19][C:12]1[C:13]2[C:18](=[CH:17][CH:16]=[CH:15][CH:14]=2)[C:9](=[O:22])[NH:10][N:11]=1. (4) Given the reactants [CH3:1][C:2]1[CH:7]=[CH:6][C:5]([C:8](=[O:10])[CH3:9])=[CH:4][CH:3]=1.CO[C:13]([N:17]([CH3:19])[CH3:18])(OC)[CH3:14], predict the reaction product. The product is: [CH3:18][N:17]([CH3:19])/[C:13](/[CH3:14])=[CH:9]/[C:8]([C:5]1[CH:6]=[CH:7][C:2]([CH3:1])=[CH:3][CH:4]=1)=[O:10]. (5) Given the reactants [Br:1][C:2]1[CH:7]=[CH:6][C:5]([Cl:8])=[C:4]([CH2:9][C:10]2[CH:15]=[CH:14][C:13]([CH2:16][O:17][CH:18]=[CH2:19])=[CH:12][CH:11]=2)[CH:3]=1.[Zn](CC)[CH2:21]C.ICI, predict the reaction product. The product is: [Br:1][C:2]1[CH:7]=[CH:6][C:5]([Cl:8])=[C:4]([CH2:9][C:10]2[CH:15]=[CH:14][C:13]([CH2:16][O:17][CH:18]3[CH2:21][CH2:19]3)=[CH:12][CH:11]=2)[CH:3]=1. (6) Given the reactants C(N(N=O)[C:9](=[O:34])[CH:10]([N:16]1[C:20]2[CH:21]=[C:22]([F:26])[C:23]([F:25])=[CH:24][C:19]=2[N:18]=[C:17]1[C:27]1[CH:32]=[CH:31][C:30]([Cl:33])=[CH:29][CH:28]=1)[CH:11]1[CH2:15][CH2:14][CH2:13][CH2:12]1)C1C=CC=CC=1.[OH2:37].[OH-].[Li+].OO.Cl, predict the reaction product. The product is: [Cl:33][C:30]1[CH:29]=[CH:28][C:27]([C:17]2[N:16]([CH:10]([CH:11]3[CH2:12][CH2:13][CH2:14][CH2:15]3)[C:9]([OH:37])=[O:34])[C:20]3[CH:21]=[C:22]([F:26])[C:23]([F:25])=[CH:24][C:19]=3[N:18]=2)=[CH:32][CH:31]=1. (7) Given the reactants [CH2:1]([NH:4][C:5](=[O:33])[C:6]1[CH:11]=[CH:10][C:9]([NH:12][C:13]2[N:18]3[CH:19]=[CH:20][N:21]=[C:17]3[C:16]3[CH:22]=[CH:23][N:24](COCC[Si](C)(C)C)[C:15]=3[N:14]=2)=[CH:8][CH:7]=1)[CH2:2][CH3:3].C(O)(C(F)(F)F)=O.[NH4+].[OH-], predict the reaction product. The product is: [N:21]1[CH:20]=[CH:19][N:18]2[C:17]=1[C:16]1[CH:22]=[CH:23][NH:24][C:15]=1[N:14]=[C:13]2[NH:12][C:9]1[CH:8]=[CH:7][C:6]([C:5]([NH:4][CH2:1][CH2:2][CH3:3])=[O:33])=[CH:11][CH:10]=1. (8) Given the reactants C(OC(N1CCC2C(SC(=O)N(C)C)=C([Cl:19])C=CC=2CC1)=O)(C)(C)C.C(OC([N:33]1[CH2:39][CH2:38][C:37]2[C:40]([S:46][C:47](=O)N(C)C)=[C:41]([Cl:45])[CH:42]=[C:43](Cl)[C:36]=2[CH2:35][CH2:34]1)=O)(C)(C)C.BrC[C:54]1[CH:63]=[CH:62][CH:61]=[CH:60][C:55]=1[C:56]([O:58][CH3:59])=[O:57], predict the reaction product. The product is: [ClH:19].[Cl:45][C:41]1[CH:42]=[CH:43][C:36]2[CH2:35][CH2:34][NH:33][CH2:39][CH2:38][C:37]=2[C:40]=1[S:46][CH2:47][C:54]1[CH:63]=[CH:62][CH:61]=[CH:60][C:55]=1[C:56]([O:58][CH3:59])=[O:57]. (9) Given the reactants [NH:1]1[CH:5]=[CH:4][CH:3]=[N:2]1.[CH2:6]([Li])CCC.[CH3:11][C:12]1([CH3:18])[CH2:16][CH2:15][CH2:14][C:13]1=[O:17], predict the reaction product. The product is: [CH3:11][C:12]1([CH3:18])[CH2:16][CH2:15][CH2:14][C:13]1([C:3]1[N:2]([CH3:6])[N:1]=[CH:5][CH:4]=1)[OH:17]. (10) The product is: [CH3:37][S:36][C:35]1[C:30]2[N:31]([C:27]([C:15]3[CH:16]=[CH:17][C:18]([C:19]([O:21][CH3:22])=[O:20])=[CH:23][CH:24]=3)=[CH:28][N:29]=2)[CH:32]=[CH:33][N:34]=1. Given the reactants O1CCOCC1.CC1(C)C(C)(C)OB([C:15]2[CH:24]=[CH:23][C:18]([C:19]([O:21][CH3:22])=[O:20])=[CH:17][CH:16]=2)O1.Br[C:27]1[N:31]2[CH:32]=[CH:33][N:34]=[C:35]([S:36][CH3:37])[C:30]2=[N:29][CH:28]=1.C(=O)([O-])[O-].[Na+].[Na+], predict the reaction product.